From a dataset of Reaction yield outcomes from USPTO patents with 853,638 reactions. Predict the reaction yield, written as a fraction of the theoretical maximum amount of product (1.0 means a 100% yield; for example, 0.34 means a 34% yield). (1) The reactants are [Cl:1][C:2]1[CH:11]=[C:10]2[C:5]([CH2:6][CH2:7][NH:8][C:9]2=[O:12])=[CH:4][CH:3]=1.[CH:13]1([C:16]2[CH:21]=[CH:20][N:19]=[CH:18][C:17]=2I)[CH2:15][CH2:14]1.P([O-])([O-])([O-])=O.[K+].[K+].[K+]. The catalyst is [Cu](I)I.O1CCOCC1. The product is [Cl:1][C:2]1[CH:11]=[C:10]2[C:5]([CH2:6][CH2:7][N:8]([C:17]3[CH:18]=[N:19][CH:20]=[CH:21][C:16]=3[CH:13]3[CH2:15][CH2:14]3)[C:9]2=[O:12])=[CH:4][CH:3]=1. The yield is 0.255. (2) The reactants are [Si:1]([O:18][CH2:19][C@@H:20]1[CH2:24][CH2:23][C:22](=O)[N:21]1[C:26]([O:28][C:29]([CH3:32])([CH3:31])[CH3:30])=[O:27])([C:14]([CH3:17])([CH3:16])[CH3:15])([C:8]1[CH:13]=[CH:12][CH:11]=[CH:10][CH:9]=1)[C:2]1[CH:7]=[CH:6][CH:5]=[CH:4][CH:3]=1.C([BH-](CC)CC)C.[Li+].CCN(C(C)C)C(C)C.FC(F)(F)C(OC(=O)C(F)(F)F)=O. The catalyst is CN(C1C=CN=CC=1)C.C1(C)C=CC=CC=1. The product is [Si:1]([O:18][CH2:19][C@@H:20]1[CH2:24][CH:23]=[CH:22][N:21]1[C:26]([O:28][C:29]([CH3:32])([CH3:31])[CH3:30])=[O:27])([C:14]([CH3:16])([CH3:17])[CH3:15])([C:8]1[CH:13]=[CH:12][CH:11]=[CH:10][CH:9]=1)[C:2]1[CH:7]=[CH:6][CH:5]=[CH:4][CH:3]=1. The yield is 0.820. (3) The reactants are [Cl:1][C:2]1[CH:30]=[CH:29][C:5]([CH2:6][C:7]2[N:8]=[C:9]([C:17]3[C:18]([CH3:28])=[N:19][N:20]4[CH:25]=[CH:24][C:23]([CH2:26][NH2:27])=[CH:22][C:21]=34)[S:10][C:11]=2[C:12]2[NH:16][CH:15]=[N:14][N:13]=2)=[CH:4][CH:3]=1.Cl.[N:32]1([C:37](N)=[NH:38])C=CC=N1.C(N(CC)C(C)C)(C)C. The catalyst is CN(C)C=O.O.CO.CCOC(C)=O. The product is [Cl:1][C:2]1[CH:3]=[CH:4][C:5]([CH2:6][C:7]2[N:8]=[C:9]([C:17]3[C:18]([CH3:28])=[N:19][N:20]4[CH:25]=[CH:24][C:23]([CH2:26][NH:27][C:37]([NH2:38])=[NH:32])=[CH:22][C:21]=34)[S:10][C:11]=2[C:12]2[NH:16][CH:15]=[N:14][N:13]=2)=[CH:29][CH:30]=1. The yield is 0.300. (4) The reactants are [CH:1]1([CH:6]=O)[CH2:5][CH2:4][CH2:3][CH2:2]1.[CH:8]([C:10]([CH3:12])=[O:11])=[CH2:9]. No catalyst specified. The product is [CH2:2]1[C:1]2([CH2:6][CH2:12][C:10](=[O:11])[CH:8]=[CH:9]2)[CH2:5][CH2:4][CH2:3]1. The yield is 0.540. (5) The reactants are CON(C)[C:4]([C@H:6]1[CH2:10][CH2:9][CH2:8][N:7]1[C:11]([O:13][C:14]([CH3:17])([CH3:16])[CH3:15])=[O:12])=[O:5].[CH2:19]([O:26][C:27]1[CH:32]=[CH:31][C:30]([Mg]Br)=[CH:29][CH:28]=1)[C:20]1[CH:25]=[CH:24][CH:23]=[CH:22][CH:21]=1. The catalyst is C1COCC1. The product is [CH2:19]([O:26][C:27]1[CH:32]=[CH:31][C:30]([C:4]([C@H:6]2[CH2:10][CH2:9][CH2:8][N:7]2[C:11]([O:13][C:14]([CH3:15])([CH3:16])[CH3:17])=[O:12])=[O:5])=[CH:29][CH:28]=1)[C:20]1[CH:25]=[CH:24][CH:23]=[CH:22][CH:21]=1. The yield is 0.504. (6) The reactants are [NH2:1][CH2:2][CH2:3][NH:4][C:5]1[CH:10]=[CH:9][C:8]([N+:11]([O-:13])=[O:12])=[CH:7][N:6]=1.FC(S(O[C:22]1[CH:27]=[CH:26][C:25]([C:28]2[N:29](S(C(F)(F)F)(=O)=O)[CH:30]=[CH:31][N:32]=2)=[C:24]([C:40]2[CH:45]=[CH:44][C:43]([Cl:46])=[CH:42][C:41]=2[Cl:47])[N:23]=1)(=O)=O)(F)F. The catalyst is CN(C)C(=O)C. The product is [Cl:47][C:41]1[CH:42]=[C:43]([Cl:46])[CH:44]=[CH:45][C:40]=1[C:24]1[N:23]=[C:22]([NH:1][CH2:2][CH2:3][NH:4][C:5]2[CH:10]=[CH:9][C:8]([N+:11]([O-:13])=[O:12])=[CH:7][N:6]=2)[CH:27]=[CH:26][C:25]=1[C:28]1[NH:32][CH:31]=[CH:30][N:29]=1. The yield is 0.850. (7) The reactants are Br.Br[CH2:3][C:4]([C:6]1[CH:11]=[CH:10][N:9]=[CH:8][CH:7]=1)=O.[N+:12]([C:15]1[CH:20]=[CH:19][CH:18]=[CH:17][C:16]=1[NH:21][C:22]([NH2:24])=[S:23])([O-:14])=[O:13].N. The catalyst is CCO.O. The product is [N+:12]([C:15]1[CH:20]=[CH:19][CH:18]=[CH:17][C:16]=1[NH:21][C:22]1[S:23][CH:3]=[C:4]([C:6]2[CH:11]=[CH:10][N:9]=[CH:8][CH:7]=2)[N:24]=1)([O-:14])=[O:13]. The yield is 0.930.